This data is from Catalyst prediction with 721,799 reactions and 888 catalyst types from USPTO. The task is: Predict which catalyst facilitates the given reaction. (1) Reactant: [Li]CCCC.Br[C:7]1[CH:18]=[C:17]([F:19])[C:10]([CH2:11][N:12]2[CH2:16][CH2:15][CH2:14][CH2:13]2)=[C:9]([F:20])[CH:8]=1.[O:21]=[C:22]1[CH2:25][CH:24]([C:26]([OH:28])=O)[CH2:23]1.[NH:29]1[CH2:33][CH2:32][CH2:31][CH2:30]1.C(P1(=O)OP(CCC)(=O)OP(CCC)(=O)O1)CC. Product: [F:20][C:9]1[CH:8]=[C:7]([C:22]2([OH:21])[CH2:23][CH:24]([C:26]([N:29]3[CH2:33][CH2:32][CH2:31][CH2:30]3)=[O:28])[CH2:25]2)[CH:18]=[C:17]([F:19])[C:10]=1[CH2:11][N:12]1[CH2:16][CH2:15][CH2:14][CH2:13]1. The catalyst class is: 1. (2) Reactant: [NH2:1][CH:2]([CH3:5])[C:3]#[N:4].C(N(C(C)C)C(C)C)C.Cl[C:16](Cl)([O:18]C(=O)OC(Cl)(Cl)Cl)Cl.[CH:27]12[CH2:35][CH:31]([CH2:32][NH:33][CH2:34]1)[CH2:30][N:29]([CH2:36][CH:37]([OH:48])[CH2:38][O:39][C:40]1[CH:47]=[CH:46][C:43]([C:44]#[N:45])=[CH:42][CH:41]=1)[CH2:28]2. Product: [C:3]([CH:2]([NH:1][C:16]([N:33]1[CH2:32][CH:31]2[CH2:35][CH:27]([CH2:28][N:29]([CH2:36][CH:37]([OH:48])[CH2:38][O:39][C:40]3[CH:41]=[CH:42][C:43]([C:44]#[N:45])=[CH:46][CH:47]=3)[CH2:30]2)[CH2:34]1)=[O:18])[CH3:5])#[N:4]. The catalyst class is: 2. (3) Reactant: [F:1][C:2]1[CH:3]=[C:4]([OH:8])[CH:5]=[N:6][CH:7]=1.[F:9][C:10]([F:23])([F:22])[S:11](O[S:11]([C:10]([F:23])([F:22])[F:9])(=[O:13])=[O:12])(=[O:13])=[O:12]. Product: [F:1][C:2]1[CH:3]=[C:4]([O:8][S:11]([C:10]([F:23])([F:22])[F:9])(=[O:13])=[O:12])[CH:5]=[N:6][CH:7]=1. The catalyst class is: 228. (4) The catalyst class is: 3. Reactant: [OH:1][C:2]1[CH:7]=[C:6]([CH3:8])[C:5]([C:9]2[CH:14]=[CH:13][CH:12]=[C:11]([CH2:15][O:16][C:17]3[CH:22]=[CH:21][C:20]([C:23]4([CH2:27][C:28]([O:30][CH2:31][CH3:32])=[O:29])[CH2:26][O:25][CH2:24]4)=[CH:19][CH:18]=3)[CH:10]=2)=[C:4]([CH3:33])[CH:3]=1.CC1C=CC(S(O[CH2:45][C:46]([CH3:49])([CH3:48])[CH3:47])(=O)=O)=CC=1.C(=O)([O-])[O-].[Cs+].[Cs+]. Product: [CH3:8][C:6]1[CH:7]=[C:2]([O:1][CH2:45][C:46]([CH3:49])([CH3:48])[CH3:47])[CH:3]=[C:4]([CH3:33])[C:5]=1[C:9]1[CH:14]=[CH:13][CH:12]=[C:11]([CH2:15][O:16][C:17]2[CH:22]=[CH:21][C:20]([C:23]3([CH2:27][C:28]([O:30][CH2:31][CH3:32])=[O:29])[CH2:24][O:25][CH2:26]3)=[CH:19][CH:18]=2)[CH:10]=1. (5) Reactant: O=P(Cl)(Cl)[Cl:3].[Cl:6][C:7]1[C:16]2[C:11](=[CH:12][C:13]([C:17]3[CH:22]=[CH:21][CH:20]=[C:19]([C:23]#[N:24])[CH:18]=3)=[CH:14][CH:15]=2)[C:10](=O)[NH:9][CH:8]=1. Product: [Cl:3][C:10]1[C:11]2[C:16](=[CH:15][CH:14]=[C:13]([C:17]3[CH:22]=[CH:21][CH:20]=[C:19]([C:23]#[N:24])[CH:18]=3)[CH:12]=2)[C:7]([Cl:6])=[CH:8][N:9]=1. The catalyst class is: 23. (6) Reactant: [C:1]([O:5][C:6]([NH:8][C:9]1[CH:14]=[CH:13][CH:12]=[C:11]([CH3:15])[N:10]=1)=[O:7])([CH3:4])([CH3:3])[CH3:2].[H-].[Na+].[CH3:18]I. Product: [C:1]([O:5][C:6]([N:8]([CH3:18])[C:9]1[CH:14]=[CH:13][CH:12]=[C:11]([CH3:15])[N:10]=1)=[O:7])([CH3:4])([CH3:3])[CH3:2]. The catalyst class is: 9. (7) Reactant: [CH2:1]([O:8][C:9]1[C:14](=[O:15])[C:13]([C:16]2[S:17][CH:18]=[CH:19][N:20]=2)=[CH:12]O[C:10]=1[C:21]([O:23]C)=O)[C:2]1[CH:7]=[CH:6][CH:5]=[CH:4][CH:3]=1.O1CCOCC1.[NH2:31][CH2:32][CH2:33][NH:34]C(=O)OC(C)(C)C. Product: [CH2:1]([O:8][C:9]1[C:14](=[O:15])[C:13]([C:16]2[S:17][CH:18]=[CH:19][N:20]=2)=[CH:12][N:31]2[CH2:32][CH2:33][NH:34][C:21](=[O:23])[C:10]=12)[C:2]1[CH:3]=[CH:4][CH:5]=[CH:6][CH:7]=1. The catalyst class is: 8. (8) Reactant: N1C=CC=CC=1.S(Cl)([Cl:9])=O.[CH3:11][O:12][C:13]1[CH:18]=[C:17]([O:19][CH3:20])[CH:16]=[CH:15][C:14]=1[S:21]([N:24]1[C:32]2[C:27](=[CH:28][C:29]([I:33])=[CH:30][CH:31]=2)[C:26]([C:35]2[C:36]([O:41][CH2:42][CH3:43])=[N:37][CH:38]=[CH:39][CH:40]=2)(O)[C:25]1=[O:44])(=[O:23])=[O:22]. Product: [Cl:9][C:26]1([C:35]2[C:36]([O:41][CH2:42][CH3:43])=[N:37][CH:38]=[CH:39][CH:40]=2)[C:27]2[C:32](=[CH:31][CH:30]=[C:29]([I:33])[CH:28]=2)[N:24]([S:21]([C:14]2[CH:15]=[CH:16][C:17]([O:19][CH3:20])=[CH:18][C:13]=2[O:12][CH3:11])(=[O:23])=[O:22])[C:25]1=[O:44]. The catalyst class is: 4.